This data is from Full USPTO retrosynthesis dataset with 1.9M reactions from patents (1976-2016). The task is: Predict the reactants needed to synthesize the given product. (1) Given the product [Br:1][C:2]1[C:3]([CH3:10])=[CH:4][C:5]([N:8]2[C:20]([OH:21])=[C:19]([C:16]3[CH:15]=[CH:14][C:13]([C:11]#[N:12])=[CH:18][CH:17]=3)[CH:25]=[N:9]2)=[N:6][CH:7]=1, predict the reactants needed to synthesize it. The reactants are: [Br:1][C:2]1[C:3]([CH3:10])=[CH:4][C:5]([NH:8][NH2:9])=[N:6][CH:7]=1.[C:11]([C:13]1[CH:18]=[CH:17][C:16]([C:19](=[CH:25]N(C)C)[C:20](OCC)=[O:21])=[CH:15][CH:14]=1)#[N:12].Cl.CCN(C(C)C)C(C)C. (2) The reactants are: [F:1][C:2]([F:37])([F:36])[C:3]1[CH:4]=[C:5]([C@H:13]([O:15][C@H:16]2[CH2:24][N:23]3[C@@H:18]([CH2:19][CH:20](C(O)=O)[CH2:21][C:22]3=[O:25])[C@@H:17]2[C:29]2[CH:34]=[CH:33][C:32]([F:35])=[CH:31][CH:30]=2)[CH3:14])[CH:6]=[C:7]([C:9]([F:12])([F:11])[F:10])[CH:8]=1.C1C=CC(P(N=[N+]=[N-])(C2C=CC=CC=2)=[O:45])=CC=1.CC[N:57]([CH2:60]C)CC.[CH2:62]([OH:65])[CH:63]=[CH2:64]. Given the product [F:11][C:9]([F:12])([F:10])[C:7]1[CH:6]=[C:5]([C@H:13]([O:15][C@H:16]2[CH2:24][N:23]3[C@@H:18]([CH2:19][CH:20]([NH:57][C:60](=[O:45])[O:65][CH2:62][CH:63]=[CH2:64])[CH2:21][C:22]3=[O:25])[C@@H:17]2[C:29]2[CH:34]=[CH:33][C:32]([F:35])=[CH:31][CH:30]=2)[CH3:14])[CH:4]=[C:3]([C:2]([F:37])([F:1])[F:36])[CH:8]=1, predict the reactants needed to synthesize it. (3) Given the product [C:10]([O:9][C:8]([NH:7][CH:4]1[CH2:3][CH2:2][N:1]([C:16]2[S:17][C:18]([C:21]([O:23][CH3:24])=[O:22])=[CH:19][N:20]=2)[CH2:6][CH2:5]1)=[O:14])([CH3:11])([CH3:13])[CH3:12], predict the reactants needed to synthesize it. The reactants are: [NH:1]1[CH2:6][CH2:5][CH:4]([NH:7][C:8](=[O:14])[O:9][C:10]([CH3:13])([CH3:12])[CH3:11])[CH2:3][CH2:2]1.Br[C:16]1[S:17][C:18]([C:21]([O:23][CH3:24])=[O:22])=[CH:19][N:20]=1.C(N(C(C)C)CC)(C)C. (4) Given the product [C:1]([O:5][C:6]([N:8]1[CH2:13][CH2:12][CH2:11][CH2:10][CH:9]1[CH2:14][CH2:15][C:16]1[CH:21]=[CH:20][C:19]([N:22]2[CH2:26][C:25](=[O:27])[NH:24][S:23]2(=[O:29])=[O:28])=[C:18]([OH:30])[CH:17]=1)=[O:7])([CH3:4])([CH3:2])[CH3:3], predict the reactants needed to synthesize it. The reactants are: [C:1]([O:5][C:6]([N:8]1[CH2:13][CH2:12][CH2:11][CH2:10][CH:9]1[CH2:14][CH2:15][C:16]1[CH:21]=[CH:20][C:19]([N:22]2[CH2:26][C:25](=[O:27])[NH:24][S:23]2(=[O:29])=[O:28])=[C:18]([O:30]CC2C=CC=CC=2)[CH:17]=1)=[O:7])([CH3:4])([CH3:3])[CH3:2]. (5) Given the product [CH3:28][NH:29][C:23]([C:13]1[C:14]2[CH2:22][CH2:21][C:20]3[NH:19][N:18]=[CH:17][C:16]=3[C:15]=2[N:11]([C:8]2[CH:7]=[CH:6][C:5]([S:2]([CH3:1])(=[O:4])=[O:3])=[CH:10][CH:9]=2)[N:12]=1)=[O:25], predict the reactants needed to synthesize it. The reactants are: [CH3:1][S:2]([C:5]1[CH:10]=[CH:9][C:8]([N:11]2[C:15]3[C:16]4[CH:17]=[N:18][NH:19][C:20]=4[CH2:21][CH2:22][C:14]=3[C:13]([C:23]([O:25]CC)=O)=[N:12]2)=[CH:7][CH:6]=1)(=[O:4])=[O:3].[CH3:28][NH2:29]. (6) Given the product [Cl:1][C:2]1[C:3]([NH:18][CH:19]2[CH2:33][CH:22]3[CH2:23][NH:24][CH2:25][CH:21]3[CH2:20]2)=[N:4][C:5]([NH:8][C:9]2[N:13]([CH3:14])[N:12]=[C:11]([CH:15]3[CH2:17][CH2:16]3)[CH:10]=2)=[N:6][CH:7]=1, predict the reactants needed to synthesize it. The reactants are: [Cl:1][C:2]1[C:3]([NH:18][CH:19]2[CH2:33][CH:22]3[CH2:23][N:24](C(OC(C)(C)C)=O)[CH2:25][CH:21]3[CH2:20]2)=[N:4][C:5]([NH:8][C:9]2[N:13]([CH3:14])[N:12]=[C:11]([CH:15]3[CH2:17][CH2:16]3)[CH:10]=2)=[N:6][CH:7]=1.Cl.CCOC(C)=O. (7) Given the product [C:21]([O:20][C:18]([N:15]1[C:16]2[C:12](=[CH:11][CH:10]=[C:9]([O:8][Si:1]([C:4]([CH3:7])([CH3:6])[CH3:5])([CH3:3])[CH3:2])[CH:17]=2)[CH:13]=[CH:14]1)=[O:19])([CH3:24])([CH3:23])[CH3:22], predict the reactants needed to synthesize it. The reactants are: [Si:1]([O:8][C:9]1[CH:17]=[C:16]2[C:12]([CH:13]=[CH:14][NH:15]2)=[CH:11][CH:10]=1)([C:4]([CH3:7])([CH3:6])[CH3:5])([CH3:3])[CH3:2].[C:18](O[C:18]([O:20][C:21]([CH3:24])([CH3:23])[CH3:22])=[O:19])([O:20][C:21]([CH3:24])([CH3:23])[CH3:22])=[O:19]. (8) Given the product [C:49]1([N:32]([C:29]2[CH:30]=[CH:31][C:26]([CH:24]=[CH2:2])=[CH:27][CH:28]=2)[C:33]2[CH:38]=[CH:37][C:36]([C:39]3[CH:44]=[CH:43][C:42]([C:45]#[N:46])=[C:41]([C:47]#[N:48])[CH:40]=3)=[CH:35][CH:34]=2)[CH:54]=[CH:53][CH:52]=[CH:51][CH:50]=1, predict the reactants needed to synthesize it. The reactants are: [I-].[CH3:2][P+](C1C=CC=CC=1)(C1C=CC=CC=1)C1C=CC=CC=1.[H-].[Na+].[CH:24]([C:26]1[CH:31]=[CH:30][C:29]([N:32]([C:49]2[CH:54]=[CH:53][CH:52]=[CH:51][CH:50]=2)[C:33]2[CH:38]=[CH:37][C:36]([C:39]3[CH:44]=[CH:43][C:42]([C:45]#[N:46])=[C:41]([C:47]#[N:48])[CH:40]=3)=[CH:35][CH:34]=2)=[CH:28][CH:27]=1)=O.O.